This data is from Full USPTO retrosynthesis dataset with 1.9M reactions from patents (1976-2016). The task is: Predict the reactants needed to synthesize the given product. (1) Given the product [C:1]([NH:8][CH2:9][C@H:10]1[O:16][C@H:13]([C:14]([OH:34])=[O:15])[C@@H:12]([O:17][CH2:18][C:19]2[CH:24]=[CH:23][CH:22]=[CH:21][CH:20]=2)[C@@H:11]1[O:25][CH2:26][C:27]1[CH:32]=[CH:31][CH:30]=[CH:29][CH:28]=1)([O:3][C:4]([CH3:6])([CH3:7])[CH3:5])=[O:2], predict the reactants needed to synthesize it. The reactants are: [C:1]([NH:8][CH2:9][C@H:10]1[O:16][C@H:13]([CH2:14][OH:15])[C@@H:12]([O:17][CH2:18][C:19]2[CH:24]=[CH:23][CH:22]=[CH:21][CH:20]=2)[C@@H:11]1[O:25][CH2:26][C:27]1[CH:32]=[CH:31][CH:30]=[CH:29][CH:28]=1)([O:3][C:4]([CH3:7])([CH3:6])[CH3:5])=[O:2].[Cr](O[Cr]([O-])(=O)=O)([O-])(=O)=[O:34].[NH+]1C=CC=CC=1.[NH+]1C=CC=CC=1. (2) Given the product [C:34]1([N:27]([CH2:26][C:23]2[CH:22]=[CH:21][C:20]([C:15]3[C:14]([C:12]([OH:13])=[O:11])=[CH:19][CH:18]=[CH:17][CH:16]=3)=[CH:25][CH:24]=2)[C:28](=[O:33])[CH2:29][CH2:30][CH2:31][CH3:32])[CH:39]=[CH:38][CH:37]=[CH:36][CH:35]=1, predict the reactants needed to synthesize it. The reactants are: O.[OH-].[Li+].C1COCC1.O.C[O:11][C:12]([C:14]1[C:15]([C:20]2[CH:25]=[CH:24][C:23]([CH2:26][N:27]([C:34]3[CH:39]=[CH:38][CH:37]=[CH:36][CH:35]=3)[C:28](=[O:33])[CH2:29][CH2:30][CH2:31][CH3:32])=[CH:22][CH:21]=2)=[CH:16][CH:17]=[CH:18][CH:19]=1)=[O:13]. (3) Given the product [Cl:1][C:2]1[CH:3]=[CH:4][C:5]([S:8]([N:11]([CH:12]2[CH2:18][CH2:17][CH2:16][CH2:15][NH:14][C:13]2=[O:19])[CH2:21][C:22]2[CH:23]=[CH:24][C:25]([N:28]3[CH:32]=[N:31][CH:30]=[N:29]3)=[CH:26][CH:27]=2)(=[O:10])=[O:9])=[CH:6][CH:7]=1, predict the reactants needed to synthesize it. The reactants are: [Cl:1][C:2]1[CH:7]=[CH:6][C:5]([S:8]([NH:11][CH:12]2[CH2:18][CH2:17][CH2:16][CH2:15][NH:14][C:13]2=[O:19])(=[O:10])=[O:9])=[CH:4][CH:3]=1.Br[CH2:21][C:22]1[CH:27]=[CH:26][C:25]([N:28]2[CH:32]=[N:31][CH:30]=[N:29]2)=[CH:24][CH:23]=1.C(=O)([O-])[O-].[K+].[K+].[I-].[K+]. (4) The reactants are: [H-].[CH2:2]([Al+:6][CH2:7][CH:8]([CH3:10])[CH3:9])[CH:3]([CH3:5])[CH3:4]. Given the product [CH3:4][CH:3]([CH2:2][AlH:6][CH2:7][CH:8]([CH3:10])[CH3:9])[CH3:5], predict the reactants needed to synthesize it. (5) Given the product [CH2:21]([C@H:28]([CH2:29][C:30]([O:32][C:1]([CH3:4])([CH3:3])[CH3:2])=[O:31])[C:33]([O:35][CH3:36])=[O:34])[C:22]1[CH:27]=[CH:26][CH:25]=[CH:24][CH:23]=1, predict the reactants needed to synthesize it. The reactants are: [C:1](OC(=N)C(Cl)(Cl)Cl)([CH3:4])([CH3:3])[CH3:2].B(F)(F)F.CCOCC.[CH2:21]([C@@H:28]([C:33]([O:35][CH3:36])=[O:34])[CH2:29][C:30]([OH:32])=[O:31])[C:22]1[CH:27]=[CH:26][CH:25]=[CH:24][CH:23]=1.C1CCCCC1.CCOC(C)=O. (6) Given the product [NH2:1][C:2]1[S:3][C@:4]2([CH2:19][OH:20])[C@H:6]([C@:7]([C:11]3[CH:16]=[C:15]([NH2:17])[CH:14]=[CH:13][C:12]=3[F:18])([CH2:9][F:10])[N:8]=1)[CH2:5]2, predict the reactants needed to synthesize it. The reactants are: [NH2:1][C:2]1[S:3][C@:4]2([C:19](OC)=[O:20])[C@H:6]([C@:7]([C:11]3[CH:16]=[C:15]([NH2:17])[CH:14]=[CH:13][C:12]=3[F:18])([CH2:9][F:10])[N:8]=1)[CH2:5]2.[BH4-].[Li+].CO.